This data is from hERG potassium channel inhibition data for cardiac toxicity prediction from Karim et al.. The task is: Regression/Classification. Given a drug SMILES string, predict its toxicity properties. Task type varies by dataset: regression for continuous values (e.g., LD50, hERG inhibition percentage) or binary classification for toxic/non-toxic outcomes (e.g., AMES mutagenicity, cardiotoxicity, hepatotoxicity). Dataset: herg_karim. (1) The compound is CC(C)Oc1cccc(/C=C2/SC(=O)NC2=O)c1N1CCCC(N)C1. The result is 0 (non-blocker). (2) The compound is CC1(COc2ccc(OC(F)(F)F)cc2)CCn2cc([N+](=O)[O-])nc2O1. The result is 1 (blocker). (3) The molecule is CC(C)Oc1cc([C@@H](C2=CCC(=O)N=C2)C2=CNC(C(C)(C)O)C=C2)ccc1OC(F)F. The result is 0 (non-blocker). (4) The result is 0 (non-blocker). The drug is CC(C)(O)c1ccc(-c2cccc(-n3cc(C(=O)NC4CC4)c(=O)c4cccnc43)c2)cn1. (5) The drug is CN(C(=O)c1ccc(-c2ccc(F)cc2)nc1)[C@H]1CCc2cc(CN3CCNC(=O)C3)ccc2C1. The result is 0 (non-blocker). (6) The drug is Cc1nc2ccc3c(c2s1)CCN(CCCSc1nnc(-c2ocnc2C)n1C)CC3. The result is 0 (non-blocker). (7) The compound is CC(C)Oc1nc(C2CCNCC2)ncc1Nc1ncc(Cl)c(Nc2ccccc2S(=O)(=O)C(C)C)n1. The result is 1 (blocker). (8) The compound is COC(=O)N1CCc2c(nc(C)n2[C@@H]2C[C@@H]3CC[C@H](C2)N3CC[C@H](NC(C)=O)c2cccc(F)c2)C1. The result is 1 (blocker). (9) The compound is Cc1nn2ccccc2c1CCN(Cc1ccc(C=CC(=O)NO)cc1)C(C)C. The result is 0 (non-blocker).